Task: Predict the reaction yield, written as a fraction of the theoretical maximum amount of product (1.0 means a 100% yield; for example, 0.34 means a 34% yield).. Dataset: Reaction yield outcomes from USPTO patents with 853,638 reactions (1) The reactants are [CH2:1]([OH:4])[CH:2]=[CH2:3].[H-].[Na+].[NH2:7][C:8]1[CH:13]=[N:12][CH:11]=[C:10](Cl)[N:9]=1. The catalyst is O1CCOCC1. The product is [CH2:1]([O:4][C:10]1[N:9]=[C:8]([NH2:7])[CH:13]=[N:12][CH:11]=1)[CH:2]=[CH2:3]. The yield is 0.570. (2) The reactants are [CH3:1][C@H:2]1[CH2:7][CH2:6][CH2:5][CH2:4][N:3]1[C:8](Cl)=[O:9].[F:11][C:12]1[CH:13]=[CH:14][C:15]([NH:18][NH2:19])=[N:16][CH:17]=1.CCN(C(C)C)C(C)C.O. The catalyst is C(Cl)Cl.CCOCC.CCCCC. The product is [F:11][C:12]1[CH:13]=[CH:14][C:15]([NH:18][NH:19][C:8]([N:3]2[CH2:4][CH2:5][CH2:6][CH2:7][C@@H:2]2[CH3:1])=[O:9])=[N:16][CH:17]=1. The yield is 0.770. (3) The reactants are [CH3:1][CH:2]([CH3:16])[CH2:3][CH2:4][N:5]1[C:13](=[O:14])O[C:11](=[O:15])[C:10]2[N:6]1[CH:7]=[CH:8][CH:9]=2.C(OCC)(=O)[CH2:18][C:19]([O:21][CH2:22][CH3:23])=[O:20].[H-].[Na+]. The catalyst is CN(C)C(=O)C.CO. The product is [CH2:22]([O:21][C:19]([C:18]1[C:13](=[O:14])[N:5]([CH2:4][CH2:3][CH:2]([CH3:1])[CH3:16])[N:6]2[CH:7]=[CH:8][CH:9]=[C:10]2[C:11]=1[OH:15])=[O:20])[CH3:23]. The yield is 0.550. (4) The reactants are N1C(Cl)=NC(Cl)=NC=1[Cl:3].CN(C)C=O.[Cl:15][C:16]1[C:17]([CH3:33])=[C:18]([C:24]([O:30][CH2:31][CH3:32])=[C:25]([CH:27](O)[CH3:28])[CH:26]=1)[C:19]([NH:21][CH2:22][CH3:23])=[O:20]. The catalyst is C(Cl)Cl. The product is [Cl:15][C:16]1[C:17]([CH3:33])=[C:18]([C:24]([O:30][CH2:31][CH3:32])=[C:25]([CH:27]([Cl:3])[CH3:28])[CH:26]=1)[C:19]([NH:21][CH2:22][CH3:23])=[O:20]. The yield is 0.760. (5) The reactants are Br[C:2]1[CH:3]=[CH:4][C:5]2[C@@H:12]3[CH2:13][NH:14][CH2:15][CH2:16][C@@H:11]3[O:10][CH2:9][C:6]=2[C:7]=1[Cl:8].[CH3:17]B1OB(C)OB(C)O1.C(=O)([O-])[O-].[K+].[K+].O. The catalyst is O1CCOCC1.C1C=CC([P]([Pd]([P](C2C=CC=CC=2)(C2C=CC=CC=2)C2C=CC=CC=2)([P](C2C=CC=CC=2)(C2C=CC=CC=2)C2C=CC=CC=2)[P](C2C=CC=CC=2)(C2C=CC=CC=2)C2C=CC=CC=2)(C2C=CC=CC=2)C2C=CC=CC=2)=CC=1. The product is [Cl:8][C:7]1[C:6]2[CH2:9][O:10][C@H:11]3[CH2:16][CH2:15][NH:14][CH2:13][C@H:12]3[C:5]=2[CH:4]=[CH:3][C:2]=1[CH3:17]. The yield is 0.220. (6) The yield is 0.800. The reactants are [OH:1][C:2]1[CH:7]=[C:6]([OH:8])[CH:5]=[C:4]([OH:9])[CH:3]=1.CC#N.Cl.[CH2:14]([O:16]CC)[CH3:15]. The product is [OH:1][C:2]1[CH:7]=[C:6]([OH:8])[CH:5]=[C:4]([OH:9])[C:3]=1[C:14](=[O:16])[CH3:15]. The catalyst is [Cl-].[Zn+2].[Cl-]. (7) The reactants are C(N(CC)CC)C.Cl.[Cl:9][C:10]1[CH:11]=[C:12]2[C:16](=[CH:17][CH:18]=1)[NH:15][CH:14]=[C:13]2[CH2:19][CH2:20][NH2:21].[I:22][C:23]1[CH:24]=[C:25]([CH:29]=[CH:30][CH:31]=1)[C:26](Cl)=[O:27]. The catalyst is ClCCl. The product is [Cl:9][C:10]1[CH:11]=[C:12]2[C:16](=[CH:17][CH:18]=1)[NH:15][CH:14]=[C:13]2[CH2:19][CH2:20][NH:21][C:26](=[O:27])[C:25]1[CH:29]=[CH:30][CH:31]=[C:23]([I:22])[CH:24]=1. The yield is 0.950. (8) The reactants are C([O:3][C:4]([C:6]1[C:7]([CH:22]([F:24])[F:23])=[N:8][N:9]([C:18]([CH3:21])([CH3:20])[CH3:19])[C:10]=1[C:11]([F:17])([F:16])[C:12]([F:15])([F:14])[F:13])=[O:5])C.[OH-].[Na+]. The catalyst is C(O)C. The product is [C:18]([N:9]1[C:10]([C:11]([F:17])([F:16])[C:12]([F:13])([F:14])[F:15])=[C:6]([C:4]([OH:5])=[O:3])[C:7]([CH:22]([F:24])[F:23])=[N:8]1)([CH3:21])([CH3:19])[CH3:20]. The yield is 0.990.